From a dataset of Forward reaction prediction with 1.9M reactions from USPTO patents (1976-2016). Predict the product of the given reaction. (1) Given the reactants [Cl:1][CH2:2][C:3](=[O:12])[CH2:4][C:5]([O:7][CH2:8][C:9](=[CH2:11])[CH3:10])=[O:6].C(OCC)(OCC)O[CH2:15][CH3:16].O=P12OP3(OP(OP(O3)(O1)=O)(=O)O2)=O, predict the reaction product. The product is: [Cl:1][CH2:2]/[C:3](/[O:12][CH2:15][CH3:16])=[CH:4]\[C:5]([O:7][CH2:8][C:9](=[CH2:10])[CH3:11])=[O:6]. (2) Given the reactants [H-].[Na+].[OH:3][C:4]([CH3:10])([CH3:9])[C:5]([O:7][CH3:8])=[O:6].[CH3:11][O:12][C:13]1[CH:18]=[CH:17][C:16]([CH2:19]Cl)=[CH:15][CH:14]=1.[Cl-].[NH4+], predict the reaction product. The product is: [CH3:11][O:12][C:13]1[CH:18]=[CH:17][C:16]([CH2:19][O:3][C:4]([CH3:10])([CH3:9])[C:5]([O:7][CH3:8])=[O:6])=[CH:15][CH:14]=1.